The task is: Predict the product of the given reaction.. This data is from Forward reaction prediction with 1.9M reactions from USPTO patents (1976-2016). (1) Given the reactants [CH3:1][N:2]1[CH:6]=[C:5]([NH:7][CH:8]=[O:9])[CH:4]=[C:3]1[C:10]([OH:12])=O.S(Cl)([Cl:15])=O, predict the reaction product. The product is: [CH3:1][N:2]1[CH:6]=[C:5]([NH:7][CH:8]=[O:9])[CH:4]=[C:3]1[C:10]([Cl:15])=[O:12]. (2) The product is: [CH3:1][C:2]1([CH3:31])[C@H:4]([C:5]([O:7][C@@H:8]([C:11]2[CH:12]=[CH:13][CH:14]=[C:15]([O:17][C:18]3[CH:19]=[CH:20][CH:21]=[CH:22][CH:23]=3)[CH:16]=2)[C:9]#[N:10])=[O:6])[C@@H:3]1/[CH:24]=[C:25](\[Cl:30])/[C:26]([F:27])([F:29])[F:28]. Given the reactants [CH3:1][C:2]1([CH3:31])[CH:4]([C:5]([O:7][CH:8]([C:11]2[CH:12]=[CH:13][CH:14]=[C:15]([O:17][C:18]3[CH:19]=[CH:20][CH:21]=[CH:22][CH:23]=3)[CH:16]=2)[C:9]#[N:10])=[O:6])[CH:3]1/[CH:24]=[C:25](\[Cl:30])/[C:26]([F:29])([F:28])[F:27].C(NC(C)C)(C)C.S(=O)(=O)(O)O, predict the reaction product. (3) Given the reactants [CH2:1]([O:8][C:9]1[CH:14]=[CH:13][N:12]=[C:11]([NH2:15])[CH:10]=1)[C:2]1[CH:7]=[CH:6][CH:5]=[CH:4][CH:3]=1.C(=O)([O-])O.[Na+].O.Cl[CH2:23][CH:24]=O, predict the reaction product. The product is: [CH2:1]([O:8][C:9]1[CH:14]=[CH:13][N:12]2[CH:23]=[CH:24][N:15]=[C:11]2[CH:10]=1)[C:2]1[CH:3]=[CH:4][CH:5]=[CH:6][CH:7]=1.